Regression/Classification. Given a drug SMILES string, predict its absorption, distribution, metabolism, or excretion properties. Task type varies by dataset: regression for continuous measurements (e.g., permeability, clearance, half-life) or binary classification for categorical outcomes (e.g., BBB penetration, CYP inhibition). Dataset: cyp1a2_veith. From a dataset of CYP1A2 inhibition data for predicting drug metabolism from PubChem BioAssay. The compound is COC(=O)C(NC(=O)c1ccc(F)cc1)(Nc1ncc(S(=O)(=O)c2ccc([N+](=O)[O-])cc2)s1)C(F)(F)F. The result is 0 (non-inhibitor).